Dataset: Full USPTO retrosynthesis dataset with 1.9M reactions from patents (1976-2016). Task: Predict the reactants needed to synthesize the given product. The reactants are: CCOCC.[CH3:6][O:7][C:8]([CH3:16])([CH3:15])[CH2:9][CH2:10][O:11][CH2:12][CH:13]=[CH2:14]. Given the product [CH3:6][O:7][C:8]([CH3:15])([CH3:16])[CH2:9][CH2:10][O:11][CH2:12][CH2:13][CH3:14], predict the reactants needed to synthesize it.